This data is from Full USPTO retrosynthesis dataset with 1.9M reactions from patents (1976-2016). The task is: Predict the reactants needed to synthesize the given product. (1) Given the product [Br:8][C:19]1[N:18]([CH:16]([C:13]2[CH:14]=[CH:15][C:10]([Cl:9])=[CH:11][CH:12]=2)[CH3:17])[C:26]2[C:21](=[N:22][C:23]([C:33]#[N:34])=[N:24][C:25]=2[NH:27][C@@H:28]([CH:30]2[CH2:32][CH2:31]2)[CH3:29])[N:20]=1, predict the reactants needed to synthesize it. The reactants are: C1C(=O)N([Br:8])C(=O)C1.[Cl:9][C:10]1[CH:15]=[CH:14][C:13]([CH:16]([N:18]2[C:26]3[C:21](=[N:22][C:23]([C:33]#[N:34])=[N:24][C:25]=3[NH:27][C@@H:28]([CH:30]3[CH2:32][CH2:31]3)[CH3:29])[N:20]=[CH:19]2)[CH3:17])=[CH:12][CH:11]=1. (2) Given the product [Br:45][C:46]1[CH:47]=[CH:48][C:49]([C:52]2[C:7]([C:3]3[CH:2]=[C:1]([C:39]4[CH:44]=[CH:43][CH:42]=[CH:41][CH:40]=4)[CH:6]=[CH:5][CH:4]=3)=[C:11]([C:12]3[CH:17]=[CH:16][CH:15]=[CH:14][CH:13]=3)[C:10]([C:19]3[CH:20]=[CH:21][CH:22]=[CH:23][CH:24]=3)=[C:9]([C:26]3[CH:27]=[C:28]([C:32]4[CH:37]=[CH:36][CH:35]=[CH:34][CH:33]=4)[CH:29]=[CH:30][CH:31]=3)[C:53]=2[C:54]2[CH:55]=[CH:56][C:57]([Br:60])=[CH:58][CH:59]=2)=[CH:50][CH:51]=1, predict the reactants needed to synthesize it. The reactants are: [C:1]1([C:39]2[CH:44]=[CH:43][CH:42]=[CH:41][CH:40]=2)[CH:6]=[CH:5][CH:4]=[C:3]([C:7]2C(=O)[C:9]([C:26]3[CH:27]=[C:28]([C:32]4[CH:37]=[CH:36][CH:35]=[CH:34][CH:33]=4)[CH:29]=[CH:30][CH:31]=3)=[C:10]([C:19]3[CH:24]=[CH:23][C:22](Br)=[CH:21][CH:20]=3)[C:11]=2[C:12]2[CH:17]=[CH:16][C:15](Br)=[CH:14][CH:13]=2)[CH:2]=1.[Br:45][C:46]1[CH:51]=[CH:50][C:49]([C:52]#[C:53][C:54]2[CH:59]=[CH:58][C:57]([Br:60])=[CH:56][CH:55]=2)=[CH:48][CH:47]=1. (3) The reactants are: [CH3:1][C:2]1[N:3]=[C:4]([C:12]2[CH:17]=[CH:16][CH:15]=[CH:14][CH:13]=2)[S:5][C:6]=1[C:7]([O:9][CH2:10][CH3:11])=[O:8].[Br:18]N1C(=O)CCC1=O. Given the product [Br:18][CH2:1][C:2]1[N:3]=[C:4]([C:12]2[CH:17]=[CH:16][CH:15]=[CH:14][CH:13]=2)[S:5][C:6]=1[C:7]([O:9][CH2:10][CH3:11])=[O:8], predict the reactants needed to synthesize it. (4) Given the product [Br:1][C:2]1[S:3][C:4]([C:11]2[CH:16]=[CH:15][C:14]([C:17]([CH3:20])([CH3:19])[CH3:18])=[CH:13][CH:12]=2)=[C:5]([OH:10])[C:6]=1[C:7](=[N:22][NH:21][C:23]([C:40]1[CH:46]=[CH:45][C:43]([C:44]([O:53][CH3:51])=[O:35])=[CH:42][CH:41]=1)=[O:24])[CH3:9], predict the reactants needed to synthesize it. The reactants are: [Br:1][C:2]1[S:3][C:4]([C:11]2[CH:16]=[CH:15][C:14]([C:17]([CH3:20])([CH3:19])[CH3:18])=[CH:13][CH:12]=2)=[C:5]([OH:10])[C:6]=1[C:7]([CH3:9])=O.[NH:21]([C:23](CC1C=CC(C([O-])=O)=CC=1)=[O:24])[NH2:22].[OH2:35].S([C:40]1[CH:46]=[CH:45][C:43]([CH3:44])=[CH:42][CH:41]=1)(O)(=O)=O.C(Cl)(Cl)Cl.[C:51](OCC)(=[O:53])C. (5) Given the product [ClH:28].[NH2:7][C@:8]1([C:13]([NH:15][S:16]([C:19]2[CH:24]=[CH:23][CH:22]=[CH:21][C:20]=2[NH:25][CH3:26])(=[O:18])=[O:17])=[O:14])[CH2:10][C@H:9]1[CH:11]=[CH2:12], predict the reactants needed to synthesize it. The reactants are: C(OC(=O)[NH:7][C@:8]1([C:13]([NH:15][S:16]([C:19]2[CH:24]=[CH:23][CH:22]=[CH:21][C:20]=2[NH:25][CH3:26])(=[O:18])=[O:17])=[O:14])[CH2:10][C@H:9]1[CH:11]=[CH2:12])(C)(C)C.[ClH:28].